Task: Predict the reactants needed to synthesize the given product.. Dataset: Full USPTO retrosynthesis dataset with 1.9M reactions from patents (1976-2016) (1) The reactants are: Cl.[Br:2][C:3]1[CH:4]=[CH:5][C:6]([C:9]([OH:11])=O)=[N:7][CH:8]=1.[C:12]([C:16]1[CH:22]=[CH:21][C:19]([NH2:20])=[CH:18][CH:17]=1)([CH3:15])([CH3:14])[CH3:13].CN([P+](ON1N=NC2C=CC=CC1=2)(N(C)C)N(C)C)C.F[P-](F)(F)(F)(F)F.C(N(CC)CC)C. Given the product [C:12]([C:16]1[CH:17]=[CH:18][C:19]([NH:20][C:9]([C:6]2[CH:5]=[CH:4][C:3]([Br:2])=[CH:8][N:7]=2)=[O:11])=[CH:21][CH:22]=1)([CH3:15])([CH3:13])[CH3:14], predict the reactants needed to synthesize it. (2) Given the product [F:16][C:5]1([F:17])[C:6]2[CH:7]=[C:8]([C:37](=[O:36])[CH3:38])[CH:9]=[CH:10][C:11]=2[C:12]2[C:4]1=[CH:3][C:2]([C:26](=[O:25])[CH3:27])=[CH:14][CH:13]=2, predict the reactants needed to synthesize it. The reactants are: Br[C:2]1[CH:14]=[CH:13][C:12]2[C:11]3[C:6](=[CH:7][C:8](Br)=[CH:9][CH:10]=3)[C:5]([F:17])([F:16])[C:4]=2[CH:3]=1.C([Sn](CCCC)(CCCC)C([O:25][CH2:26][CH3:27])=C)CCC.[O:36]1CCO[CH2:38][CH2:37]1. (3) Given the product [C:1]([O:4][CH2:5][C:6]1[CH:7]=[C:8]([C:9]([O:11][CH3:12])=[O:10])[CH:13]=[CH:14][C:15]=1[C:18]1[CH:19]=[CH:20][CH:21]=[CH:22][C:17]=1[CH3:26])(=[O:3])[CH3:2], predict the reactants needed to synthesize it. The reactants are: [C:1]([O:4][CH2:5][C:6]1[CH:7]=[C:8]([CH:13]=[CH:14][C:15]=1Br)[C:9]([O:11][CH3:12])=[O:10])(=[O:3])[CH3:2].[C:17]1([CH3:26])[CH:22]=[CH:21][CH:20]=[CH:19][C:18]=1B(O)O.C(=O)([O-])[O-].[K+].[K+].